From a dataset of Reaction yield outcomes from USPTO patents with 853,638 reactions. Predict the reaction yield, written as a fraction of the theoretical maximum amount of product (1.0 means a 100% yield; for example, 0.34 means a 34% yield). (1) The reactants are C([O:4][CH2:5][CH2:6][C:7]1[C:8]([NH:22][C:23]2[CH:27]=[C:26]([CH:28]3[CH2:30][CH2:29]3)[NH:25][N:24]=2)=[N:9][C:10]([C:13]2[S:14][C:15]([S:18](=[O:21])(=[O:20])[NH2:19])=[CH:16][CH:17]=2)=[N:11][CH:12]=1)(=O)C.[OH-].[Na+].O. The catalyst is CO. The product is [CH:28]1([C:26]2[NH:25][N:24]=[C:23]([NH:22][C:8]3[C:7]([CH2:6][CH2:5][OH:4])=[CH:12][N:11]=[C:10]([C:13]4[S:14][C:15]([S:18]([NH2:19])(=[O:21])=[O:20])=[CH:16][CH:17]=4)[N:9]=3)[CH:27]=2)[CH2:30][CH2:29]1. The yield is 0.660. (2) The reactants are C(O[C:6](=O)[NH:7][C:8]1[CH:13]=[CH:12][C:11]([C:14](=[O:30])[NH:15][CH2:16][C:17]2[S:18][C:19]([O:22][C:23]3[CH:28]=[CH:27][CH:26]=[C:25]([F:29])[CH:24]=3)=[CH:20][CH:21]=2)=[CH:10][N:9]=1)(C)(C)C.NC1N=C(N)C=CC=1C(NCC1SC(CC2SC3C=CC=CC=3C=2)=CC=1)=O.[CH3:59][O:60][CH2:61]CBr.[H-].[Na+].Cl. The catalyst is CS(C)=O.C(OCC)(=O)C.O. The product is [F:29][C:25]1[CH:24]=[C:23]([CH:28]=[CH:27][CH:26]=1)[O:22][C:19]1[S:18][C:17]([CH2:16][NH:15][C:14](=[O:30])[C:11]2[CH:12]=[CH:13][C:8]([NH:7][CH2:6][CH2:59][O:60][CH3:61])=[N:9][CH:10]=2)=[CH:21][CH:20]=1. The yield is 0.428. (3) The reactants are [Br:1][C:2]1[CH:6]=[N:5][N:4]([CH3:7])[C:3]=1[C:8]1[CH:9]=[C:10]([NH2:22])[CH:11]=[CH:12][C:13]=1[O:14][CH2:15][CH2:16][N:17]1[CH2:21][CH2:20][CH2:19][CH2:18]1.[F:23][C:24]1[CH:25]=[C:26]([CH:30]=[CH:31][CH:32]=1)[C:27](Cl)=[O:28].C(N(CC)CC)C. The catalyst is C(Cl)Cl. The product is [Br:1][C:2]1[CH:6]=[N:5][N:4]([CH3:7])[C:3]=1[C:8]1[CH:9]=[C:10]([NH:22][C:27](=[O:28])[C:26]2[CH:30]=[CH:31][CH:32]=[C:24]([F:23])[CH:25]=2)[CH:11]=[CH:12][C:13]=1[O:14][CH2:15][CH2:16][N:17]1[CH2:18][CH2:19][CH2:20][CH2:21]1. The yield is 0.854.